This data is from Reaction yield outcomes from USPTO patents with 853,638 reactions. The task is: Predict the reaction yield, written as a fraction of the theoretical maximum amount of product (1.0 means a 100% yield; for example, 0.34 means a 34% yield). (1) The yield is 0.0150. The catalyst is C1C=CC(/C=C/C(/C=C/C2C=CC=CC=2)=O)=CC=1.C1C=CC(/C=C/C(/C=C/C2C=CC=CC=2)=O)=CC=1.C1C=CC(/C=C/C(/C=C/C2C=CC=CC=2)=O)=CC=1.[Pd].[Pd].CC(P(C(C)(C)C)C1C=CC(N(C)C)=CC=1)(C)C.CC(P(C(C)(C)C)C1C=CC(N(C)C)=CC=1)(C)C.Cl[Pd]Cl. The reactants are O1CCOCC1.Cl[C:8]1[C:9]([NH:25][C:26]2[CH:27]=[C:28]([OH:32])[CH:29]=[CH:30][CH:31]=2)=[N:10][CH:11]=[C:12]([CH2:14][N:15]2[CH2:20][CH2:19][N:18]([S:21]([CH3:24])(=[O:23])=[O:22])[CH2:17][CH2:16]2)[CH:13]=1.B1(B2OC(C)(C)C(C)(C)O2)OC(C)(C)C(C)(C)O1.CC(C1C=C(C(C)C)C(C2C=CC=CC=2P(C2CCCCC2)C2CCCCC2)=C(C(C)C)C=1)C.C([O-])(=O)C.[K+].Cl[C:91]1[N:96]=[C:95]([CH3:97])[N:94]=[C:93]([NH2:98])[N:92]=1. The product is [NH2:98][C:93]1[N:94]=[C:95]([CH3:97])[N:96]=[C:91]([C:8]2[C:9]([NH:25][C:26]3[CH:27]=[C:28]([OH:32])[CH:29]=[CH:30][CH:31]=3)=[N:10][CH:11]=[C:12]([CH2:14][N:15]3[CH2:20][CH2:19][N:18]([S:21]([CH3:24])(=[O:23])=[O:22])[CH2:17][CH2:16]3)[CH:13]=2)[N:92]=1. (2) The reactants are [Br:1][CH2:2][C:3](=O)[C@@H:4]([NH:15]C(=O)OC(C)(C)C)[CH2:5][C:6]1[CH:11]=[CH:10][C:9]([N+:12]([O-:14])=[O:13])=[CH:8][CH:7]=1.[C:24]([NH2:32])(=[S:31])[C:25]1[CH:30]=[CH:29][CH:28]=[CH:27][CH:26]=1.C(OCC)C. The catalyst is CC#N. The product is [BrH:1].[N+:12]([C:9]1[CH:8]=[CH:7][C:6]([CH2:5][C@@H:4]([C:3]2[N:32]=[C:24]([C:25]3[CH:30]=[CH:29][CH:28]=[CH:27][CH:26]=3)[S:31][CH:2]=2)[NH2:15])=[CH:11][CH:10]=1)([O-:14])=[O:13]. The yield is 0.670. (3) The reactants are [CH3:1][O:2][C:3](=[O:12])[C:4]1[CH:9]=[C:8]([OH:10])[CH:7]=[C:6]([OH:11])[CH:5]=1.C(=O)([O-])[O-].[K+].[K+].[C:19](Cl)(=[O:26])[C:20]1[CH:25]=[CH:24][CH:23]=[CH:22][CH:21]=1.C(OC(C)C)(=O)C. The catalyst is O.CN(C)C=O. The product is [OH:11][C:6]1[CH:5]=[C:4]([CH:9]=[C:8]([O:10][C:19]([C:20]2[CH:25]=[CH:24][CH:23]=[CH:22][CH:21]=2)=[O:26])[CH:7]=1)[C:3]([O:2][CH3:1])=[O:12]. The yield is 0.720. (4) The reactants are Br[C:2]1[CH:7]=[C:6]([F:8])[CH:5]=[CH:4][C:3]=1[CH2:9][OH:10].[F:11][C:12]1[CH:17]=[CH:16][C:15]([CH:18]=[CH2:19])=[CH:14][CH:13]=1.CCN(CC)CC. The yield is 0.500. The product is [F:8][C:6]1[CH:5]=[CH:4][C:3]([CH2:9][OH:10])=[C:2](/[CH:19]=[CH:18]/[C:15]2[CH:16]=[CH:17][C:12]([F:11])=[CH:13][CH:14]=2)[CH:7]=1. The catalyst is Cl[Pd](Cl)([P](C1C=CC=CC=1)(C1C=CC=CC=1)C1C=CC=CC=1)[P](C1C=CC=CC=1)(C1C=CC=CC=1)C1C=CC=CC=1.CN(C=O)C. (5) The reactants are [NH2:1][C:2]1[N:7]=[C:6]([S:8]([NH:11][C:12](=[O:22])[C:13]2[CH:18]=[CH:17][C:16](Br)=[C:15]([F:20])[C:14]=2[F:21])(=[O:10])=[O:9])[CH:5]=[CH:4][CH:3]=1.[F:23][C:24]1[CH:25]=[C:26](B(O)O)[CH:27]=[C:28]([O:30][CH2:31][CH:32]([CH3:34])[CH3:33])[CH:29]=1.C1(P(C2C=CC=CC=2)C2C=CC=CC=2)CCCC1.CN(C=O)C. The catalyst is Cl[Pd]Cl.[Fe].O. The product is [NH2:1][C:2]1[N:7]=[C:6]([S:8]([NH:11][C:12](=[O:22])[C:13]2[CH:18]=[CH:17][C:16]([C:26]3[CH:27]=[C:28]([O:30][CH2:31][CH:32]([CH3:33])[CH3:34])[CH:29]=[C:24]([F:23])[CH:25]=3)=[C:15]([F:20])[C:14]=2[F:21])(=[O:10])=[O:9])[CH:5]=[CH:4][CH:3]=1. The yield is 0.220. (6) The reactants are Br[CH2:2][C:3]1[CH:4]=[C:5]([CH:10]=[C:11]([I:13])[CH:12]=1)[C:6]([O:8][CH3:9])=[O:7].[C:14](=O)([O-])[O-:15].[K+].[K+]. The catalyst is CO.O. The product is [CH3:14][O:15][CH2:2][C:3]1[CH:4]=[C:5]([CH:10]=[C:11]([I:13])[CH:12]=1)[C:6]([O:8][CH3:9])=[O:7]. The yield is 0.940. (7) The reactants are Cl.[OH2:2].[F:3][C:4]1[CH:39]=[CH:38][C:7]2[NH:8][C:9]([C:11]([NH:13][C:14]34[C:32](=[O:33])[C:31]5[C:26](=[C:27]([N+:34]([O-])=O)[CH:28]=[CH:29][CH:30]=5)[C:15]3(O)[O:16][C:17]3[CH:22]=[C:21]([CH:23]([CH3:25])[CH3:24])[CH:20]=[CH:19][C:18]=34)=[O:12])=[N:10][C:6]=2[CH:5]=1. The catalyst is C(O)C.[Fe]. The product is [NH2:34][C:27]1[CH:28]=[CH:29][CH:30]=[C:31]2[C:26]=1[C:15](=[O:16])[C:14]1([NH:13][C:11]([C:9]3[NH:8][C:7]4[CH:38]=[CH:39][C:4]([F:3])=[CH:5][C:6]=4[N:10]=3)=[O:12])[C:18]3[CH:17]=[CH:22][C:21]([CH:23]([CH3:25])[CH3:24])=[CH:20][C:19]=3[O:2][C:32]12[OH:33]. The yield is 0.680.